This data is from Forward reaction prediction with 1.9M reactions from USPTO patents (1976-2016). The task is: Predict the product of the given reaction. (1) Given the reactants [NH2:1][C:2]1[CH:10]=[C:9]([O:11][CH3:12])[CH:8]=[C:7]([O:13][CH3:14])[C:3]=1[C:4]([NH2:6])=[O:5].[CH3:15][C:16]1[CH:17]=[C:18]([CH:21]=[C:22]([CH3:25])[C:23]=1[OH:24])[CH:19]=O.C([O-])([O-])=O.[K+].[K+].II, predict the reaction product. The product is: [OH:24][C:23]1[C:22]([CH3:25])=[CH:21][C:18]([C:19]2[NH:6][C:4](=[O:5])[C:3]3[C:2](=[CH:10][C:9]([O:11][CH3:12])=[CH:8][C:7]=3[O:13][CH3:14])[N:1]=2)=[CH:17][C:16]=1[CH3:15]. (2) Given the reactants Cl.[C:2]([N:5]1[CH2:10][CH2:9][N:8]([C:11]2[CH:12]=[CH:13][C:14]([CH2:17][CH2:18][C:19]3[S:23][C:22]([C:24]([OH:26])=O)=[CH:21][CH:20]=3)=[N:15][CH:16]=2)[CH2:7][CH2:6]1)(=[O:4])[CH3:3].C(N(CC)CC)C.C([N:36]1[CH:40]=[CH:39][N:38]=[CH:37]1)([N:36]1[CH:40]=[CH:39][N:38]=[CH:37]1)=O, predict the reaction product. The product is: [C:2]([N:5]1[CH2:6][CH2:7][N:8]([C:11]2[CH:16]=[N:15][C:14]([CH2:17][CH2:18][C:19]3[S:23][C:22]([C:24]([N:36]4[CH:40]=[CH:39][N:38]=[CH:37]4)=[O:26])=[CH:21][CH:20]=3)=[CH:13][CH:12]=2)[CH2:9][CH2:10]1)(=[O:4])[CH3:3]. (3) Given the reactants [C:1]([C:3]1[CH:8]=[CH:7][C:6]([N:9]=[C:10]=[O:11])=[CH:5][C:4]=1[O:12][CH3:13])#[N:2].[OH:14][CH2:15][C:16]([C:21]1[CH:26]=[CH:25][CH:24]=[CH:23][CH:22]=1)([C:18](O)=[O:19])[NH2:17].[OH-].[Na+].Cl.C(=O)(O)[O-].[Na+], predict the reaction product. The product is: [O:11]=[C:10]1[NH:17][C:16]([CH2:18][OH:19])([C:21]2[CH:26]=[CH:25][CH:24]=[CH:23][CH:22]=2)[C:15](=[O:14])[N:9]1[C:6]1[CH:7]=[CH:8][C:3]([C:1]#[N:2])=[C:4]([O:12][CH3:13])[CH:5]=1. (4) Given the reactants [C:1]([O:5][C@@H:6]([C:10]1[C:35]([CH3:36])=[CH:34][C:13]2[N:14]=[C:15]([N:17]3[CH2:22][CH2:21][NH:20][CH:19]([C:23]4[CH:24]=[C:25]5[C:29](=[CH:30][CH:31]=4)[N:28]([CH3:32])[N:27]=[CH:26]5)[C:18]3=[O:33])[S:16][C:12]=2[C:11]=1[C:37]1[CH:42]=[CH:41][C:40]([Cl:43])=[CH:39][CH:38]=1)[C:7]([OH:9])=[O:8])([CH3:4])([CH3:3])[CH3:2].C=O.[C:46](O)(=O)C.C([BH3-])#N.[Na+], predict the reaction product. The product is: [C:1]([O:5][C@@H:6]([C:10]1[C:35]([CH3:36])=[CH:34][C:13]2[N:14]=[C:15]([N:17]3[CH2:22][CH2:21][N:20]([CH3:46])[CH:19]([C:23]4[CH:24]=[C:25]5[C:29](=[CH:30][CH:31]=4)[N:28]([CH3:32])[N:27]=[CH:26]5)[C:18]3=[O:33])[S:16][C:12]=2[C:11]=1[C:37]1[CH:42]=[CH:41][C:40]([Cl:43])=[CH:39][CH:38]=1)[C:7]([OH:9])=[O:8])([CH3:4])([CH3:2])[CH3:3]. (5) Given the reactants [CH:1]1([C:4]2[N:11]=[C:10]([C:12]([F:15])([F:14])[F:13])[CH:9]=[CH:8][C:5]=2[CH:6]=O)[CH2:3][CH2:2]1.[N+:16]([CH3:19])([O-:18])=[O:17].Cl.CN.C([O-])(=O)C.[Na+], predict the reaction product. The product is: [CH:1]1([C:4]2[C:5](/[CH:6]=[CH:19]/[N+:16]([O-:18])=[O:17])=[CH:8][CH:9]=[C:10]([C:12]([F:15])([F:14])[F:13])[N:11]=2)[CH2:3][CH2:2]1. (6) The product is: [Br:1][C:2]1[C:10]2[C:6](=[C:7]([Cl:15])[N:8]([CH3:11])[N:9]=2)[CH:5]=[CH:4][CH:3]=1. Given the reactants [Br:1][C:2]1[C:10]2[C:6](=[CH:7][N:8]([CH3:11])[N:9]=2)[CH:5]=[CH:4][CH:3]=1.S(Cl)([Cl:15])(=O)=O.[OH-].[Na+], predict the reaction product. (7) Given the reactants [CH3:1][C:2]1[C:6]([C:7]2[CH:16]=[C:15]3[C:10]([C:11](=O)[C:12]([N+:17]([O-:19])=[O:18])=[CH:13][NH:14]3)=[CH:9][C:8]=2[O:21][CH3:22])=[C:5]([CH3:23])[O:4][N:3]=1.O=P(Cl)(Cl)[Cl:26], predict the reaction product. The product is: [Cl:26][C:11]1[C:10]2[C:15](=[CH:16][C:7]([C:6]3[C:2]([CH3:1])=[N:3][O:4][C:5]=3[CH3:23])=[C:8]([O:21][CH3:22])[CH:9]=2)[N:14]=[CH:13][C:12]=1[N+:17]([O-:19])=[O:18]. (8) Given the reactants [Cl:1][C:2]1[CH:3]=[C:4]([NH:9][C:10]2[C:11]3[C:18]4[CH2:19][CH2:20][N:21]([C:23](=[O:31])/[CH:24]=[CH:25]/[C@@H:26]5[CH2:30][CH2:29][CH2:28][NH:27]5)[CH2:22][C:17]=4[S:16][C:12]=3[N:13]=[CH:14][N:15]=2)[CH:5]=[CH:6][C:7]=1[F:8].[C:32](=O)([O-])[O-].[K+].[K+].IC, predict the reaction product. The product is: [Cl:1][C:2]1[CH:3]=[C:4]([NH:9][C:10]2[C:11]3[C:18]4[CH2:19][CH2:20][N:21]([C:23](=[O:31])/[CH:24]=[CH:25]/[C@@H:26]5[CH2:30][CH2:29][CH2:28][N:27]5[CH3:32])[CH2:22][C:17]=4[S:16][C:12]=3[N:13]=[CH:14][N:15]=2)[CH:5]=[CH:6][C:7]=1[F:8].